This data is from Full USPTO retrosynthesis dataset with 1.9M reactions from patents (1976-2016). The task is: Predict the reactants needed to synthesize the given product. Given the product [Cl:3][C:4]1[CH:5]=[C:6]([C:14]2[O:18][N:17]=[C:16]([C:19]3[C:20]([CH3:44])=[C:21]4[C:26](=[CH:27][CH:28]=3)[CH:25]([CH2:29][CH2:30][CH2:31][C:32]([OH:34])=[O:33])[N:24]([C:37]([O:39][C:40]([CH3:41])([CH3:43])[CH3:42])=[O:38])[CH2:23][CH2:22]4)[N:15]=2)[CH:7]=[N:8][C:9]=1[O:10][CH:11]([CH3:12])[CH3:13], predict the reactants needed to synthesize it. The reactants are: [OH-].[Na+].[Cl:3][C:4]1[CH:5]=[C:6]([C:14]2[O:18][N:17]=[C:16]([C:19]3[C:20]([CH3:44])=[C:21]4[C:26](=[CH:27][CH:28]=3)[CH:25]([CH2:29][CH2:30][CH2:31][C:32]([O:34]CC)=[O:33])[N:24]([C:37]([O:39][C:40]([CH3:43])([CH3:42])[CH3:41])=[O:38])[CH2:23][CH2:22]4)[N:15]=2)[CH:7]=[N:8][C:9]=1[O:10][CH:11]([CH3:13])[CH3:12].